Dataset: Forward reaction prediction with 1.9M reactions from USPTO patents (1976-2016). Task: Predict the product of the given reaction. (1) Given the reactants Br[C:2]1[CH:7]=[C:6]([Br:8])[CH:5]=[CH:4][C:3]=1[N+:9]([O-:11])=[O:10].[CH2:12]([NH2:14])[CH3:13], predict the reaction product. The product is: [Br:8][C:6]1[CH:5]=[CH:4][C:3]([N+:9]([O-:11])=[O:10])=[C:2]([NH:14][CH2:12][CH3:13])[CH:7]=1. (2) Given the reactants [Br:1][C:2]1[CH:3]=[CH:4][C:5]([Cl:19])=[C:6]([CH:8]([C:10]2[CH:15]=[CH:14][C:13]([O:16][CH2:17][CH3:18])=[CH:12][CH:11]=2)[OH:9])[CH:7]=1.O1CCCC1.[H-].[Na+].[H][H].[CH2:29](Br)[C:30]1[CH:35]=[CH:34][CH:33]=[CH:32][CH:31]=1.Cl, predict the reaction product. The product is: [CH2:29]([O:9][CH:8]([C:10]1[CH:15]=[CH:14][C:13]([O:16][CH2:17][CH3:18])=[CH:12][CH:11]=1)[C:6]1[CH:7]=[C:2]([Br:1])[CH:3]=[CH:4][C:5]=1[Cl:19])[C:30]1[CH:35]=[CH:34][CH:33]=[CH:32][CH:31]=1. (3) Given the reactants [NH2:1][C:2]1[CH:3]=[C:4]([NH:8][C:9]2[CH:24]=[C:13]3[C:14]4[C:19]([CH2:20][CH2:21][N:12]3[C:11](=[O:25])[N:10]=2)=[CH:18][C:17]([O:22][CH3:23])=[CH:16][CH:15]=4)[CH:5]=[CH:6][CH:7]=1.C(N(CC)CC)C.[Br:33][C:34]1[CH:35]=[C:36]([CH:40]=[CH:41][CH:42]=1)[C:37](Cl)=[O:38], predict the reaction product. The product is: [Br:33][C:34]1[CH:35]=[C:36]([CH:40]=[CH:41][CH:42]=1)[C:37]([NH:1][C:2]1[CH:7]=[CH:6][CH:5]=[C:4]([NH:8][C:9]2[CH:24]=[C:13]3[C:14]4[C:19]([CH2:20][CH2:21][N:12]3[C:11](=[O:25])[N:10]=2)=[CH:18][C:17]([O:22][CH3:23])=[CH:16][CH:15]=4)[CH:3]=1)=[O:38]. (4) Given the reactants [CH2:1]([C:3]1[S:7][C:6]2=[N:8][C:9]([C:11]([O:13]CC)=[O:12])=[CH:10][N:5]2[N:4]=1)[CH3:2].CO.[Li+].[OH-].Cl, predict the reaction product. The product is: [CH2:1]([C:3]1[S:7][C:6]2=[N:8][C:9]([C:11]([OH:13])=[O:12])=[CH:10][N:5]2[N:4]=1)[CH3:2]. (5) Given the reactants [OH:1][C:2]1[CH:3]=[C:4]([NH:8][C:9]2[N:14]=[C:13]([NH:15][C:16]3[CH:21]=[CH:20][CH:19]=[C:18]([OH:22])[CH:17]=3)[C:12](F)=[CH:11][N:10]=2)[CH:5]=[CH:6][CH:7]=1.Cl[C:25]1N=C(Cl)C(C)=CN=1.OC1C=C(C=CC=1)N, predict the reaction product. The product is: [OH:1][C:2]1[CH:3]=[C:4]([NH:8][C:9]2[N:14]=[C:13]([NH:15][C:16]3[CH:21]=[CH:20][CH:19]=[C:18]([OH:22])[CH:17]=3)[C:12]([CH3:25])=[CH:11][N:10]=2)[CH:5]=[CH:6][CH:7]=1. (6) The product is: [CH:22]1([N:13]2[C:14]3([CH2:16][CH2:17][CH2:18][CH2:19][CH2:20][CH2:21]3)[CH2:15][N:11]([C:8]3[CH:9]=[CH:10][C:5]([C:4]([OH:26])=[O:3])=[CH:6][CH:7]=3)[C:12]2=[O:25])[CH2:24][CH2:23]1. Given the reactants C([O:3][C:4](=[O:26])[C:5]1[CH:10]=[CH:9][C:8]([N:11]2[CH2:15][C:14]3([CH2:21][CH2:20][CH2:19][CH2:18][CH2:17][CH2:16]3)[N:13]([CH:22]3[CH2:24][CH2:23]3)[C:12]2=[O:25])=[CH:7][CH:6]=1)C.[Li+].[OH-], predict the reaction product.